From a dataset of Full USPTO retrosynthesis dataset with 1.9M reactions from patents (1976-2016). Predict the reactants needed to synthesize the given product. (1) Given the product [F:1][C:2]1[CH:3]=[C:4]([CH:8]2[O:52][C:50](=[O:35])[NH:47][CH:9]2[CH2:13][C:14]2[CH:19]=[CH:18][CH:17]=[C:16]([O:20][C:21]([F:25])([F:26])[CH:22]([F:23])[F:24])[CH:15]=2)[CH:5]=[CH:6][CH:7]=1, predict the reactants needed to synthesize it. The reactants are: [F:1][C:2]1[CH:3]=[C:4]([CH:8](O)[CH:9]([CH2:13][C:14]2[CH:19]=[CH:18][CH:17]=[C:16]([O:20][C:21]([F:26])([F:25])[CH:22]([F:24])[F:23])[CH:15]=2)C(O)=O)[CH:5]=[CH:6][CH:7]=1.C1(P(N=[N+]=[N-])(C2C=CC=CC=2)=[O:35])C=CC=CC=1.C([N:47]([CH2:50]C)CC)C.[OH2:52]. (2) Given the product [CH2:21]([C:9]1[N:10]=[C:11]2[C:16]([C:17]([F:20])([F:19])[F:18])=[CH:15][CH:14]=[CH:13][N:12]2[C:8]=1[C:5]1[CH:6]=[N:7][C:2]([C:31]2[CH:30]=[CH:29][CH:28]=[C:27]([S:24]([CH3:23])(=[O:26])=[O:25])[CH:32]=2)=[CH:3][CH:4]=1)[CH3:22], predict the reactants needed to synthesize it. The reactants are: Br[C:2]1[N:7]=[CH:6][C:5]([C:8]2[N:12]3[CH:13]=[CH:14][CH:15]=[C:16]([C:17]([F:20])([F:19])[F:18])[C:11]3=[N:10][C:9]=2[CH2:21][CH3:22])=[CH:4][CH:3]=1.[CH3:23][S:24]([C:27]1[CH:28]=[C:29](B(O)O)[CH:30]=[CH:31][CH:32]=1)(=[O:26])=[O:25].C(=O)([O-])[O-].[Na+].[Na+]. (3) Given the product [O:38]1[C:37]2[CH:41]=[CH:42][C:34]([CH2:32][NH:31][C:26]3[C:27]([CH3:30])=[C:28]([CH3:29])[C:23]4[O:22][C:21]([CH3:45])([CH3:44])[CH:20]([C:17]5[CH:16]=[CH:15][C:14]([CH:11]([CH3:13])[CH3:12])=[CH:19][CH:18]=5)[C:24]=4[C:25]=3[CH3:43])=[CH:35][C:36]=2[O:40][CH2:39]1, predict the reactants needed to synthesize it. The reactants are: [Cl-].[Al+3].[Cl-].[Cl-].[H-].[Al+3].[Li+].[H-].[H-].[H-].[CH:11]([C:14]1[CH:19]=[CH:18][C:17]([CH:20]2[C:24]3[C:25]([CH3:43])=[C:26]([NH:31][C:32]([C:34]4[CH:42]=[CH:41][C:37]5[O:38][CH2:39][O:40][C:36]=5[CH:35]=4)=O)[C:27]([CH3:30])=[C:28]([CH3:29])[C:23]=3[O:22][C:21]2([CH3:45])[CH3:44])=[CH:16][CH:15]=1)([CH3:13])[CH3:12].[OH-].[Na+]. (4) Given the product [C:6]([C:8]1[CH:9]=[C:10]2[C:15](=[CH:16][C:17]=1[O:18][CH2:19][C@H:20]([OH:21])[CH2:22][N:3]([CH2:4][CH3:5])[CH2:1][CH3:2])[N:14]=[CH:13][CH:12]=[C:11]2[O:23][C:24]1[CH:29]=[CH:28][C:27]([NH:30][C:31]([NH:33][CH3:34])=[O:32])=[C:26]([Cl:35])[CH:25]=1)#[N:7], predict the reactants needed to synthesize it. The reactants are: [CH2:1]([NH:3][CH2:4][CH3:5])[CH3:2].[C:6]([C:8]1[CH:9]=[C:10]2[C:15](=[CH:16][C:17]=1[O:18][CH2:19][C@H:20]1[CH2:22][O:21]1)[N:14]=[CH:13][CH:12]=[C:11]2[O:23][C:24]1[CH:29]=[CH:28][C:27]([NH:30][C:31]([NH:33][CH3:34])=[O:32])=[C:26]([Cl:35])[CH:25]=1)#[N:7]. (5) Given the product [C:35]([C:37]1([C:40]([N:19]2[CH2:20][C@H:21]([CH2:22][F:23])[C@H:17]([NH:16][C:15]3[C:10]4[N:11]([CH:27]=[C:8]([C:6]5[CH:5]=[N:4][N:3]([CH2:1][CH3:2])[CH:7]=5)[N:9]=4)[N:12]=[CH:13][C:14]=3[C:24]([NH2:26])=[O:25])[CH2:18]2)=[O:41])[CH2:39][CH2:38]1)#[N:36], predict the reactants needed to synthesize it. The reactants are: [CH2:1]([N:3]1[CH:7]=[C:6]([C:8]2[N:9]=[C:10]3[C:15]([NH:16][C@H:17]4[C@@H:21]([CH2:22][F:23])[CH2:20][NH:19][CH2:18]4)=[C:14]([C:24]([NH2:26])=[O:25])[CH:13]=[N:12][N:11]3[CH:27]=2)[CH:5]=[N:4]1)[CH3:2].C(O)(C(F)(F)F)=O.[C:35]([C:37]1([C:40](O)=[O:41])[CH2:39][CH2:38]1)#[N:36].CN(C(ON1N=NC2C=CC=NC1=2)=[N+](C)C)C.F[P-](F)(F)(F)(F)F.CCN(C(C)C)C(C)C.